This data is from Catalyst prediction with 721,799 reactions and 888 catalyst types from USPTO. The task is: Predict which catalyst facilitates the given reaction. (1) Reactant: CCN(C(C)C)C(C)C.C1C=NC2N(O)N=NC=2C=1.CCN=C=NCCCN(C)C.Cl.[CH3:32][O:33][C:34]1[CH:35]=[C:36]2[C:41](=[CH:42][CH:43]=1)[CH:40]=[C:39]([S:44]([N:47]1[CH2:52][CH2:51][N:50]3[CH:53]=[CH:54][CH:55]=[C:49]3[CH:48]1[CH2:56][C:57](O)=[O:58])(=[O:46])=[O:45])[CH:38]=[CH:37]2.[N:60]1([CH2:66][C:67]2[CH:68]=[C:69]3[C:74](=[CH:75][CH:76]=2)[CH2:73][CH:72]([NH2:77])[CH2:71][CH2:70]3)[CH2:65][CH2:64][CH2:63][CH2:62][CH2:61]1. Product: [CH3:32][O:33][C:34]1[CH:35]=[C:36]2[C:41](=[CH:42][CH:43]=1)[CH:40]=[C:39]([S:44]([N:47]1[CH2:52][CH2:51][N:50]3[CH:53]=[CH:54][CH:55]=[C:49]3[CH:48]1[CH2:56][C:57]([NH:77][CH:72]1[CH2:71][CH2:70][C:69]3[C:74](=[CH:75][CH:76]=[C:67]([CH2:66][N:60]4[CH2:65][CH2:64][CH2:63][CH2:62][CH2:61]4)[CH:68]=3)[CH2:73]1)=[O:58])(=[O:45])=[O:46])[CH:38]=[CH:37]2. The catalyst class is: 2. (2) Reactant: [F:1][C:2]1[C:10]2[S:9][C:8]([SH:11])=[N:7][C:6]=2[CH:5]=[CH:4][CH:3]=1.[CH3:12]I. Product: [F:1][C:2]1[C:10]2[S:9][C:8]([S:11][CH3:12])=[N:7][C:6]=2[CH:5]=[CH:4][CH:3]=1. The catalyst class is: 74. (3) Reactant: [CH2:1]([O:3][C:4](=[O:20])[CH2:5][O:6][C:7]1[CH:12]=[CH:11][C:10]([S:13](Cl)(=O)=O)=[CH:9][C:8]=1[CH2:17][CH2:18][CH3:19])[CH3:2].[Sn].Cl. Product: [CH2:1]([O:3][C:4](=[O:20])[CH2:5][O:6][C:7]1[CH:12]=[CH:11][C:10]([SH:13])=[CH:9][C:8]=1[CH2:17][CH2:18][CH3:19])[CH3:2]. The catalyst class is: 8. (4) Reactant: [CH2:1]([NH:3][C:4]([NH:6][C:7]1[N:12]=[CH:11][C:10]([C:13]2[CH:14]=[N:15][CH:16]=[C:17]([C:19]([O:21]CC)=O)[CH:18]=2)=[C:9]([C:24]2[S:25][CH:26]=[C:27]([C:29]3[CH:34]=[CH:33][CH:32]=[CH:31][N:30]=3)[N:28]=2)[CH:8]=1)=[O:5])[CH3:2].O.[NH2:36][NH2:37]. Product: [CH2:1]([NH:3][C:4]([NH:6][C:7]1[N:12]=[CH:11][C:10]([C:13]2[CH:14]=[N:15][CH:16]=[C:17]([C:19]([NH:36][NH2:37])=[O:21])[CH:18]=2)=[C:9]([C:24]2[S:25][CH:26]=[C:27]([C:29]3[CH:34]=[CH:33][CH:32]=[CH:31][N:30]=3)[N:28]=2)[CH:8]=1)=[O:5])[CH3:2]. The catalyst class is: 8.